Dataset: Peptide-MHC class II binding affinity with 134,281 pairs from IEDB. Task: Regression. Given a peptide amino acid sequence and an MHC pseudo amino acid sequence, predict their binding affinity value. This is MHC class II binding data. (1) The peptide sequence is GELQQVDKIDAAFKI. The MHC is DRB1_1201 with pseudo-sequence DRB1_1201. The binding affinity (normalized) is 0.408. (2) The MHC is HLA-DQA10201-DQB10402 with pseudo-sequence HLA-DQA10201-DQB10402. The binding affinity (normalized) is 0.223. The peptide sequence is VTRMAMTDTTPFGQQ. (3) The peptide sequence is LSPISNMVSMANNHM. The MHC is HLA-DQA10501-DQB10201 with pseudo-sequence HLA-DQA10501-DQB10201. The binding affinity (normalized) is 0.179. (4) The peptide sequence is AITAMSEAQKAAKPA. The MHC is HLA-DQA10501-DQB10301 with pseudo-sequence HLA-DQA10501-DQB10301. The binding affinity (normalized) is 0.831. (5) The peptide sequence is GELQIVDKIDADFKI. The MHC is DRB3_0101 with pseudo-sequence DRB3_0101. The binding affinity (normalized) is 0.544. (6) The peptide sequence is FTVQKGSDPKKLVLD. The MHC is DRB1_1201 with pseudo-sequence DRB1_1201. The binding affinity (normalized) is 0.0776. (7) The peptide sequence is IRQAGVQYSRADEEQ. The MHC is HLA-DQA10301-DQB10301 with pseudo-sequence HLA-DQA10301-DQB10301. The binding affinity (normalized) is 0.772.